Predict the product of the given reaction. From a dataset of Forward reaction prediction with 1.9M reactions from USPTO patents (1976-2016). (1) Given the reactants [O:1]1[CH2:6][CH2:5][CH:4]([C:7]2[CH:8]=[C:9]([NH2:13])[CH:10]=[N:11][CH:12]=2)[CH2:3][CH2:2]1.Cl[C:15]1[C:24]2[C:19](=[CH:20][C:21]([F:26])=[CH:22][C:23]=2[F:25])[N:18]=[C:17]([C:27]2[CH:32]=[CH:31][CH:30]=[CH:29][N:28]=2)[C:16]=1[CH3:33].C1(P(C2CCCCC2)C2(C(C)C)CC(C(C)C)=CC(C(C)C)=C2C2C=CC=CC=2)CCCCC1.CC(C1C=C(C(C)C)C(C2C=CC=CC=2P(C2CCCCC2)C2CCCCC2)=C(C(C)C)C=1)C.CC(C)([O-])C.[Na+], predict the reaction product. The product is: [F:25][C:23]1[CH:22]=[C:21]([F:26])[CH:20]=[C:19]2[C:24]=1[C:15]([NH:13][C:9]1[CH:10]=[N:11][CH:12]=[C:7]([CH:4]3[CH2:5][CH2:6][O:1][CH2:2][CH2:3]3)[CH:8]=1)=[C:16]([CH3:33])[C:17]([C:27]1[CH:32]=[CH:31][CH:30]=[CH:29][N:28]=1)=[N:18]2. (2) Given the reactants Br[C:2]1[CH:3]=[C:4]2[C:10]([NH2:11])=[N:9][NH:8][C:5]2=[N:6][CH:7]=1.CC1(C)C(C)(C)OB([C:20]2[CH:34]=[CH:33][C:23]([CH2:24][NH:25][C:26](=[O:32])[O:27][C:28]([CH3:31])([CH3:30])[CH3:29])=[CH:22][CH:21]=2)O1.C(=O)(O)[O-].[Na+], predict the reaction product. The product is: [NH2:11][C:10]1[C:4]2[C:5](=[N:6][CH:7]=[C:2]([C:20]3[CH:34]=[CH:33][C:23]([CH2:24][NH:25][C:26](=[O:32])[O:27][C:28]([CH3:29])([CH3:30])[CH3:31])=[CH:22][CH:21]=3)[CH:3]=2)[NH:8][N:9]=1. (3) Given the reactants Cl[C:2]1[C:3]2[C:10]([CH2:11][CH3:12])=[CH:9][NH:8][C:4]=2[N:5]=[CH:6][N:7]=1.[NH:13]1[C:17]2=[CH:18][N:19]=[C:20]([NH2:22])[CH:21]=[C:16]2[CH:15]=[N:14]1.Cl, predict the reaction product. The product is: [CH2:11]([C:10]1[C:3]2[C:2]([NH:22][C:20]3[CH:21]=[C:16]4[CH:15]=[N:14][NH:13][C:17]4=[CH:18][N:19]=3)=[N:7][CH:6]=[N:5][C:4]=2[NH:8][CH:9]=1)[CH3:12]. (4) Given the reactants [Cl:1][C:2]1[CH:30]=[CH:29][C:5]([CH2:6][NH:7][C:8]([C:10]2[C:11](=[O:28])[C:12]3[C:19]([CH3:20])=[C:18]([CH2:21]N4CCOCC4)[S:17][C:13]=3[N:14]([CH3:16])[CH:15]=2)=[O:9])=[CH:4][CH:3]=1.[Cl:31]C(OCC)=O, predict the reaction product. The product is: [Cl:1][C:2]1[CH:30]=[CH:29][C:5]([CH2:6][NH:7][C:8]([C:10]2[C:11](=[O:28])[C:12]3[C:19]([CH3:20])=[C:18]([CH2:21][Cl:31])[S:17][C:13]=3[N:14]([CH3:16])[CH:15]=2)=[O:9])=[CH:4][CH:3]=1. (5) Given the reactants [C:1]([S:5][C:6]1[C:14]2[C:9](=[CH:10][CH:11]=[C:12]([O:15][CH2:16][C:17]3[CH:22]=[CH:21][C:20]([CH3:23])=[CH:19][N:18]=3)[CH:13]=2)[N:8]([CH3:24])[C:7]=1[CH:25]([CH2:29][C:30]1[CH:35]=[CH:34][C:33]([C:36]2[CH:41]=[CH:40][C:39]([C:42]([F:45])([F:44])[F:43])=[CH:38][N:37]=2)=[CH:32][CH:31]=1)[C:26]([OH:28])=O)([CH3:4])([CH3:3])[CH3:2].C[N:47](C=O)C.C(Cl)(=O)C(Cl)=O, predict the reaction product. The product is: [C:1]([S:5][C:6]1[C:14]2[C:9](=[CH:10][CH:11]=[C:12]([O:15][CH2:16][C:17]3[CH:22]=[CH:21][C:20]([CH3:23])=[CH:19][N:18]=3)[CH:13]=2)[N:8]([CH3:24])[C:7]=1[CH:25]([CH2:29][C:30]1[CH:31]=[CH:32][C:33]([C:36]2[CH:41]=[CH:40][C:39]([C:42]([F:44])([F:43])[F:45])=[CH:38][N:37]=2)=[CH:34][CH:35]=1)[C:26]([NH2:47])=[O:28])([CH3:3])([CH3:2])[CH3:4].